From a dataset of Reaction yield outcomes from USPTO patents with 853,638 reactions. Predict the reaction yield, written as a fraction of the theoretical maximum amount of product (1.0 means a 100% yield; for example, 0.34 means a 34% yield). The reactants are [CH3:1][O:2][C:3]1[CH:4]=[C:5](SC)[CH:6]=[CH:7][CH:8]=1.O[O:12][S:13]([O-:15])=O.[K+].[CH3:17]C(C)=O. The catalyst is O. The product is [CH3:17][S:13]([C:7]1[CH:6]=[CH:5][CH:4]=[C:3]([O:2][CH3:1])[CH:8]=1)(=[O:15])=[O:12]. The yield is 0.980.